Dataset: Catalyst prediction with 721,799 reactions and 888 catalyst types from USPTO. Task: Predict which catalyst facilitates the given reaction. (1) Reactant: [Cl:1][C:2]1[CH:7]=[CH:6][C:5]([C:8]2[N:12]([CH:13]3[CH2:15][CH2:14]3)[C:11](=[O:16])[NH:10][CH:9]=2)=[CH:4][CH:3]=1.Br[CH:18]([CH3:24])[C:19]([O:21][CH2:22][CH3:23])=[O:20].C(=O)([O-])[O-].[Cs+].[Cs+]. Product: [CH2:22]([O:21][C:19](=[O:20])[CH:18]([N:10]1[CH:9]=[C:8]([C:5]2[CH:4]=[CH:3][C:2]([Cl:1])=[CH:7][CH:6]=2)[N:12]([CH:13]2[CH2:14][CH2:15]2)[C:11]1=[O:16])[CH3:24])[CH3:23]. The catalyst class is: 10. (2) Reactant: [C:1]([O:5][C:6]([NH:8][NH:9][CH:10]1[CH2:15][CH2:14][C:13]([C:20]2[CH:25]=[CH:24][C:23]([C:26]([F:29])([F:28])[F:27])=[CH:22][CH:21]=2)([C:16](OC)=[O:17])[CH2:12][CH2:11]1)=[O:7])([CH3:4])([CH3:3])[CH3:2].[OH-].[Na+].C(OCC)C.Cl. Product: [C:1]([O:5][C:6](=[O:7])[NH:8][N:9]1[C:16](=[O:17])[C:13]2([C:20]3[CH:25]=[CH:24][C:23]([C:26]([F:29])([F:28])[F:27])=[CH:22][CH:21]=3)[CH2:14][CH2:15][CH:10]1[CH2:11][CH2:12]2)([CH3:4])([CH3:3])[CH3:2]. The catalyst class is: 5. (3) Reactant: [CH2:1]([O:8][C:9]1[C:16]([CH3:17])=[CH:15][C:12]([CH:13]=[O:14])=[C:11]([CH3:18])[CH:10]=1)[C:2]1[CH:7]=[CH:6][CH:5]=[CH:4][CH:3]=1.[BH4-].[Na+].C(O)C.Cl. Product: [CH2:1]([O:8][C:9]1[C:16]([CH3:17])=[CH:15][C:12]([CH2:13][OH:14])=[C:11]([CH3:18])[CH:10]=1)[C:2]1[CH:7]=[CH:6][CH:5]=[CH:4][CH:3]=1. The catalyst class is: 27. (4) Reactant: [Cl:1][C:2]1[N:3]=[CH:4][C:5]2[NH:11][C:10](=[O:12])[C:9]([F:14])([F:13])[CH2:8][N:7]([CH:15]3[CH2:19][CH2:18][CH2:17][CH2:16]3)[C:6]=2[N:20]=1.[CH3:21][Si]([N-][Si](C)(C)C)(C)C.[Na+].IC. Product: [Cl:1][C:2]1[N:3]=[CH:4][C:5]2[N:11]([CH3:21])[C:10](=[O:12])[C:9]([F:14])([F:13])[CH2:8][N:7]([CH:15]3[CH2:19][CH2:18][CH2:17][CH2:16]3)[C:6]=2[N:20]=1. The catalyst class is: 37.